Dataset: Forward reaction prediction with 1.9M reactions from USPTO patents (1976-2016). Task: Predict the product of the given reaction. Given the reactants [C:1]([N:4]1[CH:13]=[CH:12][C:11]2[C:6](=[CH:7][CH:8]=[CH:9][C:10]=2[Br:14])[CH:5]1[CH2:15][C:16]([O:18]C)=O)(=[O:3])[CH3:2].BrC1C=CC=C2C=1C=C[N:25]=C2.C([Si](OC(OC)=C)(C)C)(C)(C)C.Cl, predict the reaction product. The product is: [Br:14][C:10]1[CH:9]=[CH:8][CH:7]=[C:6]2[C:11]=1[CH2:12][CH2:13][N:4]1[C:1](=[O:3])[CH2:2][NH:25][C:16](=[O:18])[CH:15]=[C:5]12.